The task is: Regression. Given two drug SMILES strings and cell line genomic features, predict the synergy score measuring deviation from expected non-interaction effect.. This data is from NCI-60 drug combinations with 297,098 pairs across 59 cell lines. (1) Drug 1: COC1=C(C=C2C(=C1)N=CN=C2NC3=CC(=C(C=C3)F)Cl)OCCCN4CCOCC4. Drug 2: CC1CCCC2(C(O2)CC(NC(=O)CC(C(C(=O)C(C1O)C)(C)C)O)C(=CC3=CSC(=N3)C)C)C. Cell line: HOP-62. Synergy scores: CSS=7.81, Synergy_ZIP=1.79, Synergy_Bliss=-0.535, Synergy_Loewe=-0.187, Synergy_HSA=-0.380. (2) Drug 1: CS(=O)(=O)OCCCCOS(=O)(=O)C. Drug 2: CC12CCC3C(C1CCC2OP(=O)(O)O)CCC4=C3C=CC(=C4)OC(=O)N(CCCl)CCCl.[Na+]. Cell line: MDA-MB-435. Synergy scores: CSS=-4.35, Synergy_ZIP=2.31, Synergy_Bliss=2.36, Synergy_Loewe=-4.49, Synergy_HSA=-2.45.